The task is: Predict which catalyst facilitates the given reaction.. This data is from Catalyst prediction with 721,799 reactions and 888 catalyst types from USPTO. (1) Reactant: [Br:1][CH2:2][CH2:3][CH2:4][CH2:5][CH2:6]Br.C(O)C.[S:11]([O-:14])([O-:13])=[O:12].[Na+:15].[Na+]. Product: [Na+:15].[Br:1][CH2:2][CH2:3][CH2:4][CH2:5][CH2:6][S:11]([O-:14])(=[O:13])=[O:12]. The catalyst class is: 6. (2) Reactant: [N:1]1([C:5]2[N:10]=[C:9]([NH:11][C:12](=[O:16])[C:13](Cl)=[O:14])[CH:8]=[CH:7][CH:6]=2)[CH2:4][CH2:3][CH2:2]1.[NH:17]([C:19]1[N:20]=[N:21][C:22]([C:25]2[CH:30]=[CH:29][CH:28]=[CH:27][C:26]=2[C:31]([F:34])([F:33])[F:32])=[CH:23][CH:24]=1)[NH2:18].C(N(CC)CC)C.C([O-])(O)=O.[Na+]. Product: [N:1]1([C:5]2[N:10]=[C:9]([NH:11][C:12](=[O:16])[C:13](=[O:14])[NH:18][NH:17][C:19]3[N:20]=[N:21][C:22]([C:25]4[CH:30]=[CH:29][CH:28]=[CH:27][C:26]=4[C:31]([F:34])([F:32])[F:33])=[CH:23][CH:24]=3)[CH:8]=[CH:7][CH:6]=2)[CH2:4][CH2:3][CH2:2]1. The catalyst class is: 2. (3) Reactant: [Cl:1][C:2]1[CH:3]=[C:4]([NH:8][C:9]2[N:14]=[C:13]([C:15]([F:18])([F:17])[F:16])[C:12]([CH2:19]O)=[CH:11][N:10]=2)[CH:5]=[CH:6][CH:7]=1.C(Br)(Br)(Br)[Br:22].C1(P(C2C=CC=CC=2)C2C=CC=CC=2)C=CC=CC=1. Product: [Br:22][CH2:19][C:12]1[C:13]([C:15]([F:18])([F:17])[F:16])=[N:14][C:9]([NH:8][C:4]2[CH:5]=[CH:6][CH:7]=[C:2]([Cl:1])[CH:3]=2)=[N:10][CH:11]=1. The catalyst class is: 7. (4) Reactant: C(NC1C=C([C@@H](O)CNCC2C(C)=CC(NC(CCN3CCC([O:33][C:34](=[O:48])[NH:35][C:36]4[CH:41]=[CH:40][CH:39]=[CH:38][C:37]=4[C:42]4[CH:47]=[CH:46][CH:45]=[CH:44][CH:43]=4)CC3)=O)=C(C)C=2)C=CC=1O)=O.CO. Product: [C:37]1([C:42]2[CH:47]=[CH:46][CH:45]=[CH:44][CH:43]=2)[CH:38]=[CH:39][CH:40]=[CH:41][C:36]=1[NH:35][C:34](=[O:33])[OH:48]. The catalyst class is: 6. (5) Reactant: C([O:8][C:9]1[C:10]([C:26]2[N:31]=[N:30][C:29]([N:32]([CH3:43])[CH:33]3[CH2:38][C:37]([CH3:40])([CH3:39])[NH:36][C:35]([CH3:42])([CH3:41])[CH2:34]3)=[CH:28][CH:27]=2)=[CH:11][C:12]2[C:17]([CH:18]=1)=[CH:16][C:15]([CH2:19][N:20]1[CH2:25][CH2:24][CH2:23][CH2:22][CH2:21]1)=[CH:14][CH:13]=2)C1C=CC=CC=1. Product: [CH3:43][N:32]([CH:33]1[CH2:34][C:35]([CH3:42])([CH3:41])[NH:36][C:37]([CH3:40])([CH3:39])[CH2:38]1)[C:29]1[N:30]=[N:31][C:26]([C:10]2[C:9]([OH:8])=[CH:18][C:17]3[C:12]([CH:11]=2)=[CH:13][CH:14]=[C:15]([CH2:19][N:20]2[CH2:21][CH2:22][CH2:23][CH2:24][CH2:25]2)[CH:16]=3)=[CH:27][CH:28]=1. The catalyst class is: 515. (6) Reactant: [C:1]1([CH2:7][CH2:8][CH:9](O)[CH2:10][CH2:11][C:12]2[CH:17]=[CH:16][CH:15]=[CH:14][CH:13]=2)[CH:6]=[CH:5][CH:4]=CC=1.[C:19]1(=[O:29])[NH:23][C:22](=[O:24])[C:21]2=[CH:25][CH:26]=[CH:27][CH:28]=[C:20]12.C1(P(C2C=CC=CC=2)C2C=CC=CC=2)C=CC=CC=1.CC(OC(/N=N/C(OC(C)C)=O)=O)C. Product: [C:8]1([CH:9]([N:23]2[C:19](=[O:29])[C:20]3[C:21](=[CH:25][CH:26]=[CH:27][CH:28]=3)[C:22]2=[O:24])[CH2:10][CH2:11][C:12]2[CH:13]=[CH:14][CH:15]=[CH:16][CH:17]=2)[CH:4]=[CH:5][CH:6]=[CH:1][CH:7]=1. The catalyst class is: 1. (7) Reactant: [CH3:1][C@H:2]1[CH2:7][CH2:6][C@H:5]([C:8]([OH:10])=O)[CH2:4][CH2:3]1.S(Cl)(Cl)=O.C[C@H]1CC[C@H](C(Cl)=O)CC1.C(N(C(C)C)CC)(C)C.[CH:34]([NH:37][C:38]1[S:39][CH:40]=[CH:41][C:42]=1[C:43]([O:45][CH3:46])=[O:44])([CH3:36])[CH3:35].C(=O)([O-])[O-].[Na+].[Na+]. Product: [CH:34]([N:37]([C:8]([C@H:5]1[CH2:4][CH2:3][C@H:2]([CH3:1])[CH2:7][CH2:6]1)=[O:10])[C:38]1[S:39][CH:40]=[CH:41][C:42]=1[C:43]([O:45][CH3:46])=[O:44])([CH3:36])[CH3:35]. The catalyst class is: 426. (8) Reactant: [Cl:1][C:2]1[CH:3]=[CH:4][C:5]([C:8]([OH:10])=O)=[N:6][CH:7]=1.CN(C(ON1N=NC2C=CC=NC1=2)=[N+](C)C)C.F[P-](F)(F)(F)(F)F.Br.Br.Br.[CH2:38]([C:40]1[C:41]([C:48]2[CH:56]=[C:55]3[C:51]([C:52]([C:57]4[NH:66][C:60]5[CH2:61][CH2:62][NH:63][CH2:64][CH2:65][C:59]=5[N:58]=4)=[N:53][NH:54]3)=[CH:50][CH:49]=2)=[CH:42][C:43]([F:47])=[C:44]([OH:46])[CH:45]=1)[CH3:39].CCN(C(C)C)C(C)C.C(=O)([O-])O.[Na+]. Product: [Cl:1][C:2]1[CH:3]=[CH:4][C:5]([C:8]([N:63]2[CH2:62][CH2:61][C:60]3[N:66]=[C:57]([C:52]4[C:51]5[C:55](=[CH:56][C:48]([C:41]6[CH:42]=[C:43]([F:47])[C:44]([OH:46])=[CH:45][C:40]=6[CH2:38][CH3:39])=[CH:49][CH:50]=5)[NH:54][N:53]=4)[NH:58][C:59]=3[CH2:65][CH2:64]2)=[O:10])=[N:6][CH:7]=1. The catalyst class is: 3. (9) Reactant: F[C:2]1[CH:7]=[CH:6][C:5]([N+:8]([O-:10])=[O:9])=[C:4]([O:11][CH2:12][C:13]2[CH:18]=[CH:17][CH:16]=[CH:15][CH:14]=2)[CH:3]=1.[C:19]([N:22]1[CH2:27][CH2:26][NH:25][CH2:24][CH2:23]1)(=[O:21])[CH3:20].C(=O)([O-])[O-].[K+].[K+]. Product: [CH2:12]([O:11][C:4]1[CH:3]=[C:2]([N:25]2[CH2:26][CH2:27][N:22]([C:19](=[O:21])[CH3:20])[CH2:23][CH2:24]2)[CH:7]=[CH:6][C:5]=1[N+:8]([O-:10])=[O:9])[C:13]1[CH:18]=[CH:17][CH:16]=[CH:15][CH:14]=1. The catalyst class is: 9.